Dataset: Reaction yield outcomes from USPTO patents with 853,638 reactions. Task: Predict the reaction yield, written as a fraction of the theoretical maximum amount of product (1.0 means a 100% yield; for example, 0.34 means a 34% yield). (1) The reactants are [NH2:1][C:2]1[C:7]2=[C:8]([C:15]3[CH:20]=[CH:19][C:18]([NH:21][C:22]([NH:24][C:25]4[CH:30]=[C:29]([C:31]([F:34])([F:33])[F:32])[CH:28]=[CH:27][C:26]=4[F:35])=[O:23])=[C:17]([F:36])[CH:16]=3)[CH:9]=[C:10]([CH2:11][CH2:12][CH2:13]Br)[N:6]2[N:5]=[CH:4][N:3]=1.[CH3:37][O:38][CH2:39][C@@H:40]1[CH2:44][CH2:43][CH2:42][NH:41]1.C(N(CC)CC)C. The catalyst is CN(C=O)C. The product is [NH2:1][C:2]1[C:7]2=[C:8]([C:15]3[CH:20]=[CH:19][C:18]([NH:21][C:22]([NH:24][C:25]4[CH:30]=[C:29]([C:31]([F:34])([F:33])[F:32])[CH:28]=[CH:27][C:26]=4[F:35])=[O:23])=[C:17]([F:36])[CH:16]=3)[CH:9]=[C:10]([CH2:11][CH2:12][CH2:13][N:41]3[CH2:42][CH2:43][CH2:44][C@H:40]3[CH2:39][O:38][CH3:37])[N:6]2[N:5]=[CH:4][N:3]=1. The yield is 0.650. (2) The reactants are [N:1]1[CH:6]=[CH:5][CH:4]=[C:3]([N:7]2[CH:16]=[C:10]3[C:11](=[O:15])[NH:12][CH2:13][CH2:14][C:9]3=[N:8]2)[CH:2]=1.Br[C:18]1[CH:23]=[CH:22][CH:21]=[CH:20][N:19]=1.C(=O)([O-])[O-].[Cs+].[Cs+].N[C@@H]1CCCC[C@H]1N. The catalyst is O1CCOCC1.[Cl-].[Na+].O.[Cu]I. The product is [N:19]1[CH:20]=[CH:21][CH:22]=[CH:23][C:18]=1[N:12]1[CH2:13][CH2:14][C:9]2=[N:8][N:7]([C:3]3[CH:2]=[N:1][CH:6]=[CH:5][CH:4]=3)[CH:16]=[C:10]2[C:11]1=[O:15]. The yield is 0.470. (3) The reactants are [F:1][C:2]1[CH:3]=[C:4]([N+:9]([O-:11])=[O:10])[CH:5]=[CH:6][C:7]=1F.[C:12]([C:16]1[CH:21]=[CH:20][C:19]([OH:22])=[CH:18][CH:17]=1)([CH3:15])([CH3:14])[CH3:13].C([O-])([O-])=O.[K+].[K+]. The catalyst is CS(C)=O. The product is [C:12]([C:16]1[CH:17]=[CH:18][C:19]([O:22][C:7]2[CH:6]=[CH:5][C:4]([N+:9]([O-:11])=[O:10])=[CH:3][C:2]=2[F:1])=[CH:20][CH:21]=1)([CH3:15])([CH3:13])[CH3:14]. The yield is 0.990. (4) The reactants are [CH3:1][O:2][C:3]1[CH:40]=[CH:39][C:6]([CH2:7][N:8]([CH2:30][C:31]2[CH:36]=[CH:35][C:34]([O:37][CH3:38])=[CH:33][CH:32]=2)[C:9]2[N:14]=[CH:13][C:12]([C:15]3[C:16]4[CH2:29][CH2:28][NH:27][C:17]=4[N:18]=[C:19]([N:21]4[CH2:26][CH2:25][O:24][CH2:23][CH2:22]4)[N:20]=3)=[CH:11][N:10]=2)=[CH:5][CH:4]=1.[CH3:41][O:42][C:43](=[O:51])[C:44]1[CH:49]=[CH:48][C:47](Br)=[CH:46][CH:45]=1.COC1C=CC=C(OC)C=1C1C=CC=CC=1P(C1CCCCC1)C1CCCCC1.P([O-])([O-])([O-])=O.[K+].[K+].[K+]. The catalyst is CN(C)C=O.C([O-])(=O)C.[Pd+2].C([O-])(=O)C.O. The product is [CH3:41][O:42][C:43](=[O:51])[C:44]1[CH:49]=[CH:48][C:47]([N:27]2[C:17]3[N:18]=[C:19]([N:21]4[CH2:26][CH2:25][O:24][CH2:23][CH2:22]4)[N:20]=[C:15]([C:12]4[CH:11]=[N:10][C:9]([N:8]([CH2:7][C:6]5[CH:5]=[CH:4][C:3]([O:2][CH3:1])=[CH:40][CH:39]=5)[CH2:30][C:31]5[CH:32]=[CH:33][C:34]([O:37][CH3:38])=[CH:35][CH:36]=5)=[N:14][CH:13]=4)[C:16]=3[CH2:29][CH2:28]2)=[CH:46][CH:45]=1. The yield is 0.570. (5) The reactants are [Cl:1][C:2]1[CH:7]=[CH:6][C:5]([CH:8]([NH:32][C:33]2[CH:34]=[C:35]([CH3:43])[C:36]3[O:40][N:39]=[C:38]([CH3:41])[C:37]=3[CH:42]=2)[C:9]2[C:10]([C:27]([O:29]CC)=[O:28])=[N:11][N:12]([C:17]3[C:18]([O:25][CH3:26])=[N:19][C:20]([O:23][CH3:24])=[N:21][CH:22]=3)[C:13]=2[CH:14]([CH3:16])[CH3:15])=[CH:4][CH:3]=1.[OH-].[Na+].Cl. The catalyst is CO. The product is [Cl:1][C:2]1[CH:3]=[CH:4][C:5]([CH:8]([NH:32][C:33]2[CH:34]=[C:35]([CH3:43])[C:36]3[O:40][N:39]=[C:38]([CH3:41])[C:37]=3[CH:42]=2)[C:9]2[C:10]([C:27]([OH:29])=[O:28])=[N:11][N:12]([C:17]3[C:18]([O:25][CH3:26])=[N:19][C:20]([O:23][CH3:24])=[N:21][CH:22]=3)[C:13]=2[CH:14]([CH3:15])[CH3:16])=[CH:6][CH:7]=1. The yield is 0.980. (6) The reactants are [Br:1][C:2]1[CH:3]=[CH:4][C:5]([Cl:16])=[C:6]([CH:15]=1)[CH2:7][C:8]1[CH:13]=[CH:12][C:11]([OH:14])=[CH:10][CH:9]=1.C(=O)([O-])[O-].[Cs+].[Cs+].[O:23]1[CH2:26][CH:25](OS(C2C=CC(C)=CC=2)(=O)=O)[CH2:24]1.Cl. The catalyst is CN(C)C=O.C(OCC)(=O)C.O. The product is [Br:1][C:2]1[CH:3]=[CH:4][C:5]([Cl:16])=[C:6]([CH:15]=1)[CH2:7][C:8]1[CH:13]=[CH:12][C:11]([O:14][CH:25]2[CH2:26][O:23][CH2:24]2)=[CH:10][CH:9]=1. The yield is 0.700. (7) The reactants are [CH2:1]([O:8][C:9](=[O:47])[NH:10][C@H:11]([C:13](=[O:46])[NH:14][C@H:15]([C:26](=[O:45])[NH:27][C@@H:28]([CH2:38][C:39]1[CH:44]=[CH:43][CH:42]=[CH:41][CH:40]=1)[CH:29]([OH:37])[C:30](=[O:36])[NH:31][CH2:32][CH2:33][O:34][CH3:35])[CH2:16][C:17]1[C:25]2[C:20](=[CH:21][CH:22]=[CH:23][CH:24]=2)[NH:19][CH:18]=1)[CH3:12])[C:2]1[CH:7]=[CH:6][CH:5]=[CH:4][CH:3]=1.CC(OI1(OC(C)=O)(OC(C)=O)OC(=O)C2C=CC=CC1=2)=O. The catalyst is ClCCl. The product is [CH2:1]([O:8][C:9](=[O:47])[NH:10][C@H:11]([C:13](=[O:46])[NH:14][C@H:15]([C:26](=[O:45])[NH:27][C@@H:28]([CH2:38][C:39]1[CH:44]=[CH:43][CH:42]=[CH:41][CH:40]=1)[C:29]([C:30](=[O:36])[NH:31][CH2:32][CH2:33][O:34][CH3:35])=[O:37])[CH2:16][C:17]1[C:25]2[C:20](=[CH:21][CH:22]=[CH:23][CH:24]=2)[NH:19][CH:18]=1)[CH3:12])[C:2]1[CH:7]=[CH:6][CH:5]=[CH:4][CH:3]=1. The yield is 0.200. (8) The reactants are C([O:5][C:6](=[O:18])[CH2:7][NH:8][C:9]([C:11]1[C:16]([OH:17])=[CH:15][CH:14]=[CH:13][N:12]=1)=[O:10])(C)(C)C.C(O)(C(F)(F)F)=O. The yield is 0.990. The product is [OH:17][C:16]1[C:11]([C:9]([NH:8][CH2:7][C:6]([OH:18])=[O:5])=[O:10])=[N:12][CH:13]=[CH:14][CH:15]=1. The catalyst is C(Cl)Cl. (9) The reactants are [CH:1]1([C:4]2[C:9]3[C:10](=[O:26])[N:11]4[CH2:18][CH2:17][N:16](C(OC(C)(C)C)=O)[CH2:15][CH:12]4[CH2:13][O:14][C:8]=3[CH:7]=[CH:6][CH:5]=2)[CH2:3][CH2:2]1.C(OCC)(=O)C.[ClH:33]. No catalyst specified. The product is [ClH:33].[CH:1]1([C:4]2[C:9]3[C:10](=[O:26])[N:11]4[CH2:18][CH2:17][NH:16][CH2:15][CH:12]4[CH2:13][O:14][C:8]=3[CH:7]=[CH:6][CH:5]=2)[CH2:3][CH2:2]1. The yield is 0.900.